This data is from Reaction yield outcomes from USPTO patents with 853,638 reactions. The task is: Predict the reaction yield, written as a fraction of the theoretical maximum amount of product (1.0 means a 100% yield; for example, 0.34 means a 34% yield). (1) The reactants are [CH:1]1[N:9]2[C:4]([C:5]3([CH2:18][CH2:17][NH:16][CH2:15][CH2:14]3)[O:6][C:7]3[CH:13]=[CH:12][CH:11]=[CH:10][C:8]=32)=[CH:3][CH:2]=1.[F:19][C:20]1[CH:28]=[CH:27][C:23]([C:24](O)=[O:25])=[CH:22][C:21]=1[C:29]([F:32])([F:31])[F:30].C(N(CC)CC)C.CN(C(ON1N=NC2C=CC=NC1=2)=[N+](C)C)C.F[P-](F)(F)(F)(F)F. The catalyst is CN(C=O)C. The product is [F:19][C:20]1[CH:28]=[CH:27][C:23]([C:24]([N:16]2[CH2:17][CH2:18][C:5]3([O:6][C:7]4[CH:13]=[CH:12][CH:11]=[CH:10][C:8]=4[N:9]4[CH:1]=[CH:2][CH:3]=[C:4]34)[CH2:14][CH2:15]2)=[O:25])=[CH:22][C:21]=1[C:29]([F:30])([F:31])[F:32]. The yield is 0.730. (2) The reactants are CON(C)[C:4]([C:6]1[C:11]2[S:12][C:13]([CH3:16])=[C:14]([Br:15])[C:10]=2[CH:9]=[CH:8][CH:7]=1)=[O:5].[CH3:18][Mg+].[Br-]. The catalyst is C1COCC1. The product is [Br:15][C:14]1[C:10]2[CH:9]=[CH:8][CH:7]=[C:6]([C:4](=[O:5])[CH3:18])[C:11]=2[S:12][C:13]=1[CH3:16]. The yield is 0.810. (3) The reactants are Br[C:2]1[CH:3]=[N:4][CH:5]=[C:6]([Br:8])[CH:7]=1.[OH:9][CH2:10][C@H:11]1[NH:15][C:14](=[O:16])[CH2:13][CH2:12]1.C(=O)([O-])[O-].[K+].[K+].CNCCNC. The catalyst is O1CCOCC1.[Cu]I. The product is [Br:8][C:6]1[CH:7]=[C:2]([N:15]2[C@H:11]([CH2:10][OH:9])[CH2:12][CH2:13][C:14]2=[O:16])[CH:3]=[N:4][CH:5]=1. The yield is 0.250. (4) The reactants are [NH2:1][C:2]1[S:3][C:4]([CH3:13])=[C:5]([C:7]2[CH:12]=[CH:11][CH:10]=[CH:9][CH:8]=2)[N:6]=1.[C:14]1([C:20]2[O:24][N:23]=[CH:22][C:21]=2[CH2:25][CH2:26][C:27](O)=[O:28])[CH:19]=[CH:18][CH:17]=[CH:16][CH:15]=1.O.ON1C2C=CC=CC=2N=N1.Cl.C(N=C=NCCCN(C)C)C. The catalyst is O.CN(C)C=O. The product is [CH3:13][C:4]1[S:3][C:2]([NH:1][C:27](=[O:28])[CH2:26][CH2:25][C:21]2[CH:22]=[N:23][O:24][C:20]=2[C:14]2[CH:15]=[CH:16][CH:17]=[CH:18][CH:19]=2)=[N:6][C:5]=1[C:7]1[CH:12]=[CH:11][CH:10]=[CH:9][CH:8]=1. The yield is 0.960. (5) The reactants are [C:1]([C:5]1[CH:9]=[C:8]([NH:10][C:11](=[O:36])[NH:12][C:13]2[C:22]3[C:17](=[CH:18][CH:19]=[CH:20][CH:21]=3)[C:16]([O:23][CH2:24][C:25]3[CH:30]=[CH:29][N:28]=[C:27]([NH:31][C:32](=[O:35])[CH2:33]Cl)[CH:26]=3)=[CH:15][CH:14]=2)[N:7]([C:37]2[CH:42]=[CH:41][C:40]([CH3:43])=[CH:39][CH:38]=2)[N:6]=1)([CH3:4])([CH3:3])[CH3:2].[CH3:44][S-:45].[Na+]. The catalyst is CO. The product is [C:1]([C:5]1[CH:9]=[C:8]([NH:10][C:11](=[O:36])[NH:12][C:13]2[C:22]3[C:17](=[CH:18][CH:19]=[CH:20][CH:21]=3)[C:16]([O:23][CH2:24][C:25]3[CH:30]=[CH:29][N:28]=[C:27]([NH:31][C:32](=[O:35])[CH2:33][S:45][CH3:44])[CH:26]=3)=[CH:15][CH:14]=2)[N:7]([C:37]2[CH:42]=[CH:41][C:40]([CH3:43])=[CH:39][CH:38]=2)[N:6]=1)([CH3:4])([CH3:3])[CH3:2]. The yield is 0.260. (6) The reactants are [CH2:1]([O:8][C:9]([NH:11][CH2:12][CH2:13][N:14](C(OC(C)(C)C)=O)[S:15]([NH:18][CH2:19][C:20]([O:22][CH2:23][CH3:24])=[O:21])(=[O:17])=[O:16])=[O:10])[C:2]1[CH:7]=[CH:6][CH:5]=[CH:4][CH:3]=1.C(O)(C(F)(F)F)=O. The catalyst is C(Cl)Cl.CCOC(C)=O. The product is [CH2:1]([O:8][C:9]([NH:11][CH2:12][CH2:13][NH:14][S:15]([NH:18][CH2:19][C:20]([O:22][CH2:23][CH3:24])=[O:21])(=[O:17])=[O:16])=[O:10])[C:2]1[CH:3]=[CH:4][CH:5]=[CH:6][CH:7]=1. The yield is 0.960. (7) The catalyst is CN(C=O)C.CCOC(C)=O. The reactants are [C:1]([O:5][C:6]([N:8]1[CH2:13][CH2:12][CH:11]([C:14]2[CH:19]=[CH:18][C:17]([NH2:20])=[C:16]([C:21]3[CH2:22][CH2:23][S:24][CH2:25][CH:26]=3)[CH:15]=2)[CH2:10][CH2:9]1)=[O:7])([CH3:4])([CH3:3])[CH3:2].[K+].[C:28]([C:30]1[N:31]=[C:32]([C:43]([O-])=[O:44])[N:33]([CH2:35][O:36][CH2:37][CH2:38][Si:39]([CH3:42])([CH3:41])[CH3:40])[CH:34]=1)#[N:29].C1CN([P+](Br)(N2CCCC2)N2CCCC2)CC1.F[P-](F)(F)(F)(F)F.CCN(C(C)C)C(C)C. The product is [C:1]([O:5][C:6]([N:8]1[CH2:9][CH2:10][CH:11]([C:14]2[CH:19]=[CH:18][C:17]([NH:20][C:43]([C:32]3[N:33]([CH2:35][O:36][CH2:37][CH2:38][Si:39]([CH3:42])([CH3:41])[CH3:40])[CH:34]=[C:30]([C:28]#[N:29])[N:31]=3)=[O:44])=[C:16]([C:21]3[CH2:26][CH2:25][S:24][CH2:23][CH:22]=3)[CH:15]=2)[CH2:12][CH2:13]1)=[O:7])([CH3:4])([CH3:2])[CH3:3]. The yield is 0.850.